Dataset: NCI-60 drug combinations with 297,098 pairs across 59 cell lines. Task: Regression. Given two drug SMILES strings and cell line genomic features, predict the synergy score measuring deviation from expected non-interaction effect. (1) Drug 1: CNC(=O)C1=CC=CC=C1SC2=CC3=C(C=C2)C(=NN3)C=CC4=CC=CC=N4. Drug 2: C1C(C(OC1N2C=NC3=C(N=C(N=C32)Cl)N)CO)O. Cell line: SR. Synergy scores: CSS=71.1, Synergy_ZIP=3.33, Synergy_Bliss=3.50, Synergy_Loewe=5.83, Synergy_HSA=6.27. (2) Drug 1: CC1=CC2C(CCC3(C2CCC3(C(=O)C)OC(=O)C)C)C4(C1=CC(=O)CC4)C. Cell line: UACC-257. Drug 2: C1=C(C(=O)NC(=O)N1)F. Synergy scores: CSS=23.9, Synergy_ZIP=6.25, Synergy_Bliss=8.20, Synergy_Loewe=3.73, Synergy_HSA=5.77.